Dataset: Catalyst prediction with 721,799 reactions and 888 catalyst types from USPTO. Task: Predict which catalyst facilitates the given reaction. (1) Reactant: [CH2:1]([C:4]1(C(CC=C)NC)[C:12]2[C:7](=[CH:8][CH:9]=[CH:10][CH:11]=2)[NH:6][C:5]1=[O:13])[CH:2]=[CH2:3].N1C2C(=CC=CC=2)CC1=O.[O-]CC.[Na+].[H-].[Na+].C(Br)C=C. Product: [CH2:1]([CH:4]1[C:12]2[C:7](=[CH:8][CH:9]=[CH:10][CH:11]=2)[NH:6][C:5]1=[O:13])[CH:2]=[CH2:3]. The catalyst class is: 39. (2) Reactant: [CH3:1][CH:2]([CH3:26])[CH:3]([C:9]([C:11]1[CH:25]=[CH:24][C:14]2[N:15]=[C:16]([C:18]3[CH:23]=[CH:22][CH:21]=[CH:20][CH:19]=3)[O:17][C:13]=2[CH:12]=1)=[O:10])[CH2:4][C:5]([O:7]C)=[O:6].[OH-].[Li+].O.Cl. Product: [CH3:1][CH:2]([CH3:26])[CH:3]([C:9]([C:11]1[CH:25]=[CH:24][C:14]2[N:15]=[C:16]([C:18]3[CH:23]=[CH:22][CH:21]=[CH:20][CH:19]=3)[O:17][C:13]=2[CH:12]=1)=[O:10])[CH2:4][C:5]([OH:7])=[O:6]. The catalyst class is: 12. (3) Reactant: [Cl:1][C:2]1[CH:3]=[C:4]([CH:6]=[CH:7][C:8]=1[Cl:9])[NH2:5].[C:10]([O:14][CH2:15][CH3:16])(=[O:13])[CH:11]=[CH2:12].C(N(CC)CC)C. Product: [Cl:1][C:2]1[CH:3]=[C:4]([NH:5][CH2:12][CH2:11][C:10]([O:14][CH2:15][CH3:16])=[O:13])[CH:6]=[CH:7][C:8]=1[Cl:9]. The catalyst class is: 8. (4) Reactant: [CH:1]1[C:13]2[N:12]([C:14](=[O:23])[CH2:15][C@@H:16]([CH2:20][CH2:21][CH3:22])[C:17](O)=[O:18])[C:11]3[C:6](=[CH:7][CH:8]=[CH:9][CH:10]=3)[C:5]=2[CH:4]=[CH:3][CH:2]=1.[C:24]([O:28][C:29](=[O:37])[CH2:30][CH:31]([NH2:36])[CH:32]([OH:35])[CH2:33][F:34])([CH3:27])([CH3:26])[CH3:25].C1C=CC2N(O)N=NC=2C=1.C(Cl)CCl. Product: [C:24]([O:28][C:29](=[O:37])[CH2:30][CH:31]([NH:36][C:17](=[O:18])[CH:16]([CH2:15][C:14]([N:12]1[C:11]2[CH:10]=[CH:9][CH:8]=[CH:7][C:6]=2[C:5]2[C:13]1=[CH:1][CH:2]=[CH:3][CH:4]=2)=[O:23])[CH2:20][CH2:21][CH3:22])[CH:32]([OH:35])[CH2:33][F:34])([CH3:27])([CH3:25])[CH3:26]. The catalyst class is: 251. (5) Reactant: [F:1][C:2]1[CH:7]=[CH:6][C:5]([C:8]2[N:12]([CH3:13])[N:11]=[CH:10][C:9]=2[C:14]([NH2:16])=O)=[CH:4][CH:3]=1.COC1C=CC(P2(SP(C3C=CC(OC)=CC=3)(=S)S2)=[S:26])=CC=1. Product: [F:1][C:2]1[CH:7]=[CH:6][C:5]([C:8]2[N:12]([CH3:13])[N:11]=[CH:10][C:9]=2[C:14](=[S:26])[NH2:16])=[CH:4][CH:3]=1. The catalyst class is: 1. (6) Reactant: C([N:8]1[CH2:13][CH2:12][O:11][C@H:10]([CH2:14][C:15]2[CH2:16][C:17](=[N:23][OH:24])[C:18]([O:21][CH3:22])=[CH:19][CH:20]=2)[CH2:9]1)(OC(C)(C)C)=O. Product: [OH:24][N:23]=[C:17]1[C:18]([O:21][CH3:22])=[CH:19][CH:20]=[C:15]([CH2:14][C@H:10]2[O:11][CH2:12][CH2:13][NH:8][CH2:9]2)[CH2:16]1. The catalyst class is: 67. (7) Reactant: C(N(CC)CC)C.[Cl:8][C:9]1[C:14]([N+:15]([O-:17])=[O:16])=[C:13](Cl)[C:12]([CH3:19])=[C:11]([CH3:20])[N:10]=1.[NH2:21][CH2:22][CH2:23][CH2:24][CH2:25][OH:26]. Product: [Cl:8][C:9]1[C:14]([N+:15]([O-:17])=[O:16])=[C:13]([NH:21][CH2:22][CH2:23][CH2:24][CH2:25][OH:26])[C:12]([CH3:19])=[C:11]([CH3:20])[N:10]=1. The catalyst class is: 9.